Task: Predict the product of the given reaction.. Dataset: Forward reaction prediction with 1.9M reactions from USPTO patents (1976-2016) (1) Given the reactants [NH2:1][C:2]1[N:7]=[C:6](OS(C(F)(F)F)(=O)=O)[C:5]([CH3:16])=[C:4]([C:17]2[O:18][CH:19]=[CH:20][CH:21]=2)[N:3]=1.[C:22]1([NH:28][CH2:29][CH2:30][NH2:31])[CH:27]=[CH:26][CH:25]=[CH:24][CH:23]=1, predict the reaction product. The product is: [O:18]1[CH:19]=[CH:20][CH:21]=[C:17]1[C:4]1[N:3]=[C:2]([NH2:1])[N:7]=[C:6]([NH:31][CH2:30][CH2:29][NH:28][C:22]2[CH:27]=[CH:26][CH:25]=[CH:24][CH:23]=2)[C:5]=1[CH3:16]. (2) Given the reactants [C:1]([C:5]1[CH:51]=[CH:50][C:8]([CH2:9][O:10][C:11]2[CH:16]=[CH:15][CH:14]=[CH:13][C:12]=2/[CH:17]=[CH:18]/[CH:19]([CH2:30][C:31]2[CH:36]=[C:35]([F:37])[C:34]([O:38][Si:39]([CH:46]([CH3:48])[CH3:47])([CH:43]([CH3:45])[CH3:44])[CH:40]([CH3:42])[CH3:41])=[C:33]([F:49])[CH:32]=2)[CH2:20][CH2:21][C:22]2[CH:29]=[CH:28][C:25]([C:26]#[N:27])=[CH:24][CH:23]=2)=[CH:7][CH:6]=1)([CH3:4])([CH3:3])[CH3:2].C[Si]([N:56]=[N+:57]=[N-:58])(C)C.C([Sn](=O)CCCC)CCC, predict the reaction product. The product is: [C:1]([C:5]1[CH:6]=[CH:7][C:8]([CH2:9][O:10][C:11]2[CH:16]=[CH:15][CH:14]=[CH:13][C:12]=2/[CH:17]=[CH:18]/[CH:19]([CH2:30][C:31]2[CH:32]=[C:33]([F:49])[C:34]([O:38][Si:39]([CH:40]([CH3:42])[CH3:41])([CH:43]([CH3:44])[CH3:45])[CH:46]([CH3:48])[CH3:47])=[C:35]([F:37])[CH:36]=2)[CH2:20][CH2:21][C:22]2[CH:29]=[CH:28][C:25]([C:26]3[NH:58][N:57]=[N:56][N:27]=3)=[CH:24][CH:23]=2)=[CH:50][CH:51]=1)([CH3:4])([CH3:3])[CH3:2]. (3) The product is: [CH:27]([C:22]1[N:23]([CH:24]([CH3:25])[CH3:26])[C:19]([C:17]2[CH:16]=[CH:15][N:14]=[C:13]([NH:6][C:7]3[CH:12]=[CH:11][C:10]([S:2](=[O:5])(=[O:3])[NH:33][CH2:32][CH2:31][O:30][CH3:29])=[CH:9][CH:8]=3)[N:18]=2)=[CH:20][N:21]=1)=[O:28]. Given the reactants Cl[S:2]([OH:5])(=O)=[O:3].[NH:6]([C:13]1[N:18]=[C:17]([C:19]2[N:23]([CH:24]([CH3:26])[CH3:25])[C:22]([CH:27]=[O:28])=[N:21][CH:20]=2)[CH:16]=[CH:15][N:14]=1)[C:7]1[CH:12]=[CH:11][CH:10]=[CH:9][CH:8]=1.[CH3:29][O:30][CH2:31][CH2:32][NH2:33].C(N(CC)C)C, predict the reaction product. (4) Given the reactants N(C(OC(C)(C)C)=O)CC(O)=O.[CH3:13][C@@H:14]([C@@H:29]1[C@@:33]2([CH3:49])[CH2:34][CH2:35][CH2:36]/[C:37](=[CH:38]\[CH:39]=[C:40]3/[CH2:41][C@@H:42]([OH:48])[CH2:43][C@H:44]([OH:47])[C:45]/3=[CH2:46])/[C@@H:32]2[CH2:31][CH2:30]1)[CH2:15][C@H:16]([OH:28])[CH2:17][C:18]([OH:27])([C:23]([F:26])([F:25])[F:24])[C:19]([F:22])([F:21])[F:20].CN(C(ON1N=NC2C=CC=CC1=2)=[N+](C)C)C.[B-](F)(F)(F)F, predict the reaction product. The product is: [CH3:13][C@@H:14]([C@@H:29]1[C@@:33]2([CH3:49])[CH2:34][CH2:35][CH2:36]/[C:37](=[CH:38]\[CH:39]=[C:40]3/[CH2:41][C@@H:42]([OH:48])[CH2:43][C@H:44]([OH:47])[C:45]/3=[CH2:46])/[C@@H:32]2[CH2:31][CH2:30]1)[CH2:15][C:16]([CH2:17][C:18]([OH:27])([C:23]([F:24])([F:25])[F:26])[C:19]([F:22])([F:21])[F:20])=[O:28]. (5) Given the reactants [CH2:1]([CH:5]1[CH2:10][CH2:9][NH:8][CH2:7][CH2:6]1)[CH2:2][CH2:3][CH3:4].Cl[CH2:12][CH2:13][CH2:14]I.C([O-])([O-])=O.[K+].[K+].[CH2:22](O)[CH3:23], predict the reaction product. The product is: [CH2:1]([CH:5]1[CH2:10][CH2:9][N:8]([CH2:12][CH2:13][CH2:14][N:8]2[CH2:9][CH2:10][CH:5]([CH2:1][CH2:2][CH2:22][CH3:23])[CH2:6][CH2:7]2)[CH2:7][CH2:6]1)[CH2:2][CH2:3][CH3:4]. (6) The product is: [CH3:19][Si:18]([CH3:21])([CH3:20])[CH2:17][CH2:16][O:15][CH2:14][N:11]1[CH:12]=[CH:13][C:9]([NH:8][C:6]2[N:7]=[C:2]([C:22]([O:23][CH3:27])=[O:25])[CH:3]=[N:4][CH:5]=2)=[N:10]1. Given the reactants Cl[C:2]1[N:7]=[C:6]([NH:8][C:9]2[CH:13]=[CH:12][N:11]([CH2:14][O:15][CH2:16][CH2:17][Si:18]([CH3:21])([CH3:20])[CH3:19])[N:10]=2)[CH:5]=[N:4][CH:3]=1.[C:22](=[O:25])([O-])[OH:23].[Na+].[CH3:27]O.[C]=O, predict the reaction product. (7) Given the reactants O=P(Cl)(Cl)Cl.[F:6][C:7]1[CH:13]=[CH:12][C:10]([NH2:11])=[CH:9][C:8]=1[O:14][CH3:15].[C:16](O)(=[O:21])[CH2:17][C:18](O)=[O:19], predict the reaction product. The product is: [F:6][C:7]1[CH:13]=[C:12]2[C:10](=[CH:9][C:8]=1[O:14][CH3:15])[N:11]=[C:18]([OH:19])[CH:17]=[C:16]2[OH:21]. (8) Given the reactants [CH3:1][O:2][C:3]1[N:8]=[C:7]2[NH:9][C:10](=[O:13])[CH:11]=[CH:12][C:6]2=[N:5][CH:4]=1.[H-].[Na+].Br[CH2:17][CH2:18][C@H:19]1[CH2:21][O:20]1, predict the reaction product. The product is: [CH3:1][O:2][C:3]1[N:8]=[C:7]2[N:9]([CH2:17][CH2:18][C@H:19]3[CH2:21][O:20]3)[C:10](=[O:13])[CH:11]=[CH:12][C:6]2=[N:5][CH:4]=1. (9) Given the reactants [C:1]([C:3]1[C:4](Cl)=[N:5][CH:6]=[CH:7][CH:8]=1)#[N:2].[CH3:10]B(O)O.C([O-])([O-])=O.[K+].[K+], predict the reaction product. The product is: [C:1]([C:3]1[C:4]([CH3:10])=[N:5][CH:6]=[CH:7][CH:8]=1)#[N:2].